This data is from Antibody paratope prediction from SAbDab with 1,023 antibody chains. The task is: Token-level Classification. Given an antibody amino acid sequence, predict which amino acid positions are active in antigen binding. Output is a list of indices for active paratope positions. (1) Given the antibody sequence: VQLLESGPGLLKPSETLSLTCTVSGGSMINYYWSWIRQPPGERPQWLGHIIYGGTTKYNPSLESRITISRDISKNQFSLRLNSVTAADTAIYYCARVAIGVSGFLNYYYYMDVWGSGTAVTVSS, which amino acid positions are active in antigen binding (paratope)? The paratope positions are: [51, 81, 82, 83, 102, 103, 104, 105, 106, 107, 108, 109, 110]. (2) Given the antibody sequence: VQLKQSGPSLVQPSQRLSITCTVSGFSLISYGVHWVRQSPGKGLEWLGVIWRGGSTDYNAAFMSRLSITKDNSKSQVFFKMNSLQADDTAIYFCAKTLITTGYAMDYWGQGTSVTVSS, which amino acid positions are active in antigen binding (paratope)? The paratope positions are: [51, 81, 82, 83, 102, 103, 104].